Dataset: Full USPTO retrosynthesis dataset with 1.9M reactions from patents (1976-2016). Task: Predict the reactants needed to synthesize the given product. Given the product [Cl:1][C:2]1[CH:10]=[C:9]2[C:5]([C:6]([C:18]3[N:19]=[C:20]4[C:26]([C:27]([NH:29][CH:30]([CH3:32])[CH3:31])=[O:28])=[CH:25][NH:24][C:21]4=[N:22][CH:23]=3)=[N:7][N:8]2[CH2:11][C:12]2[N:13]([CH3:17])[CH:14]=[CH:15][N:16]=2)=[CH:4][CH:3]=1, predict the reactants needed to synthesize it. The reactants are: [Cl:1][C:2]1[CH:10]=[C:9]2[C:5]([C:6]([C:18]3[N:19]=[C:20]4[C:26]([C:27]([NH:29][CH:30]([CH3:32])[CH3:31])=[O:28])=[CH:25][N:24](COCC[Si](C)(C)C)[C:21]4=[N:22][CH:23]=3)=[N:7][N:8]2[CH2:11][C:12]2[N:13]([CH3:17])[CH:14]=[CH:15][N:16]=2)=[CH:4][CH:3]=1.FC(F)(F)C(O)=O.